Regression. Given two drug SMILES strings and cell line genomic features, predict the synergy score measuring deviation from expected non-interaction effect. From a dataset of NCI-60 drug combinations with 297,098 pairs across 59 cell lines. Drug 1: C1C(C(OC1N2C=NC3=C(N=C(N=C32)Cl)N)CO)O. Drug 2: CC1C(C(CC(O1)OC2CC(CC3=C2C(=C4C(=C3O)C(=O)C5=CC=CC=C5C4=O)O)(C(=O)C)O)N)O. Cell line: A549. Synergy scores: CSS=66.7, Synergy_ZIP=-4.08, Synergy_Bliss=-3.20, Synergy_Loewe=-10.8, Synergy_HSA=-0.770.